From a dataset of Catalyst prediction with 721,799 reactions and 888 catalyst types from USPTO. Predict which catalyst facilitates the given reaction. (1) Reactant: [Br:1][C:2]1[CH:3]=[C:4]([NH2:9])[C:5]([CH3:8])=[N:6][CH:7]=1.N1C=CC=CC=1.[C:16](OC(=O)C)(=[O:18])[CH3:17].O. Product: [Br:1][C:2]1[CH:3]=[C:4]([NH:9][C:16](=[O:18])[CH3:17])[C:5]([CH3:8])=[N:6][CH:7]=1. The catalyst class is: 4. (2) Reactant: C(OC(C(F)(F)F)=O)(C(F)(F)F)=O.[Br:14][C:15]1[C:16]([C:27]2[S:28][CH2:29][C:30](O)([C:32]([F:35])([F:34])[F:33])[N:31]=2)=[CH:17][C:18]([NH:21][C:22]([NH:24][CH2:25][CH3:26])=[O:23])=[N:19][CH:20]=1. Product: [Br:14][C:15]1[C:16]([C:27]2[S:28][CH:29]=[C:30]([C:32]([F:34])([F:33])[F:35])[N:31]=2)=[CH:17][C:18]([NH:21][C:22]([NH:24][CH2:25][CH3:26])=[O:23])=[N:19][CH:20]=1. The catalyst class is: 2. (3) Reactant: [OH:1][C:2]([C:5]1[N:10]=[CH:9][C:8]([C:11]([O:13]C)=[O:12])=[CH:7][CH:6]=1)([CH3:4])[CH3:3].[Li+:15].[OH-]. Product: [OH:1][C:2]([C:5]1[N:10]=[CH:9][C:8]([C:11]([O-:13])=[O:12])=[CH:7][CH:6]=1)([CH3:3])[CH3:4].[Li+:15]. The catalyst class is: 1. (4) Reactant: C([Sn](CCCC)(CCCC)[C:6]1[N:7]=[CH:8][N:9]([C:11]2[CH:16]=[C:15]([C:17]([F:20])([F:19])[F:18])[CH:14]=[C:13]([C:21]3[CH:26]=[CH:25][C:24]([C:27]([F:30])([F:29])[F:28])=[CH:23][CH:22]=3)[N:12]=2)[CH:10]=1)CCC.Br[C:40]1[CH:41]=[C:42]([S:46]([NH:49][C:50]([CH3:54])([CH3:53])[CH2:51][OH:52])(=[O:48])=[O:47])[CH:43]=[CH:44][CH:45]=1.CCCCCCC. Product: [OH:52][CH2:51][C:50]([NH:49][S:46]([C:42]1[CH:43]=[CH:44][CH:45]=[C:40]([C:6]2[N:7]=[CH:8][N:9]([C:11]3[CH:16]=[C:15]([C:17]([F:18])([F:19])[F:20])[CH:14]=[C:13]([C:21]4[CH:26]=[CH:25][C:24]([C:27]([F:29])([F:30])[F:28])=[CH:23][CH:22]=4)[N:12]=3)[CH:10]=2)[CH:41]=1)(=[O:48])=[O:47])([CH3:54])[CH3:53]. The catalyst class is: 11. (5) Reactant: [OH:1][C:2]1[C:11]([CH3:12])=[C:10]2[C:5]([C:6](=[O:19])[C:7]([C:13]3[CH:18]=[CH:17][CH:16]=[CH:15][CH:14]=3)=[CH:8][O:9]2)=[CH:4][CH:3]=1.[C:20](O)(=[O:22])[CH3:21]. Product: [C:20]([O:1][C:2]1[C:11]([CH3:12])=[C:10]2[C:5]([C:6](=[O:19])[C:7]([C:13]3[CH:14]=[CH:15][CH:16]=[CH:17][CH:18]=3)=[CH:8][O:9]2)=[CH:4][CH:3]=1)(=[O:22])[CH3:21]. The catalyst class is: 17.